Dataset: Peptide-MHC class II binding affinity with 134,281 pairs from IEDB. Task: Regression. Given a peptide amino acid sequence and an MHC pseudo amino acid sequence, predict their binding affinity value. This is MHC class II binding data. (1) The peptide sequence is AVHVWLRLPAGRVEI. The MHC is DRB1_0101 with pseudo-sequence DRB1_0101. The binding affinity (normalized) is 0.684. (2) The peptide sequence is AAKPAAAATATATAA. The MHC is DRB1_0405 with pseudo-sequence DRB1_0405. The binding affinity (normalized) is 0.0287. (3) The peptide sequence is ATVATAPEVKYTVFETALKKAITAMS. The MHC is HLA-DQA10501-DQB10301 with pseudo-sequence HLA-DQA10501-DQB10301. The binding affinity (normalized) is 0.585. (4) The peptide sequence is EDLVRAYHAMSSTHE. The MHC is DRB1_0405 with pseudo-sequence DRB1_0405. The binding affinity (normalized) is 0.389.